This data is from Full USPTO retrosynthesis dataset with 1.9M reactions from patents (1976-2016). The task is: Predict the reactants needed to synthesize the given product. The reactants are: [Cl:1][C:2]1[CH:7]=[CH:6][C:5]([Cl:8])=[CH:4][C:3]=1[C:9]1[N:14]([CH2:15][C:16]2[CH:21]=[CH:20][C:19]([C:22]([CH3:25])([CH3:24])[CH3:23])=[CH:18][CH:17]=2)[C:13](=[O:26])[CH:12]=[C:11]([OH:27])[N:10]=1.[Cl-].C[Al+]C.CCCCCC.C(C1C=CC([CH2:46][NH2:47])=CC=1)(C)(C)C.ClC1C=CC(Cl)=CC=1C#N.C(OCC)(=O)[CH2:61][C:62]([O:64]CC)=[O:63].C[O-:72].[Na+].CO. Given the product [Cl:1][C:2]1[CH:7]=[CH:6][C:5]([Cl:8])=[CH:4][C:3]=1[C:9]1[N:14]([CH2:15][C:16]2[CH:21]=[CH:20][C:19]([C:22]([CH3:24])([CH3:23])[CH3:25])=[CH:18][CH:17]=2)[C:13](=[O:26])[C:12]([C:46]([NH:47][CH2:61][C:62]([OH:64])=[O:63])=[O:72])=[C:11]([OH:27])[N:10]=1, predict the reactants needed to synthesize it.